Dataset: Reaction yield outcomes from USPTO patents with 853,638 reactions. Task: Predict the reaction yield, written as a fraction of the theoretical maximum amount of product (1.0 means a 100% yield; for example, 0.34 means a 34% yield). The reactants are [C:1]([C:5]1[CH:19]=[CH:18][C:8]([O:9][C:10]2[CH:11]=[C:12]([CH:15]=[CH:16][CH:17]=2)[CH:13]=O)=[CH:7][CH:6]=1)([CH3:4])([CH3:3])[CH3:2].[CH2:20]([NH:24][C:25]1[CH:31]=[C:30]([O:32][CH2:33][CH2:34][CH2:35][N:36]([CH2:39][CH3:40])[CH2:37][CH3:38])[CH:29]=[C:28]([O:41][CH2:42][CH2:43][CH2:44][N:45]([CH2:48][CH3:49])[CH2:46][CH3:47])[C:26]=1[NH2:27])[CH2:21][CH2:22][CH3:23]. The catalyst is C(O)C. The product is [CH2:20]([N:24]1[C:25]2[CH:31]=[C:30]([O:32][CH2:33][CH2:34][CH2:35][N:36]([CH2:37][CH3:38])[CH2:39][CH3:40])[CH:29]=[C:28]([O:41][CH2:42][CH2:43][CH2:44][N:45]([CH2:48][CH3:49])[CH2:46][CH3:47])[C:26]=2[N:27]=[C:13]1[C:12]1[CH:15]=[CH:16][CH:17]=[C:10]([O:9][C:8]2[CH:18]=[CH:19][C:5]([C:1]([CH3:4])([CH3:3])[CH3:2])=[CH:6][CH:7]=2)[CH:11]=1)[CH2:21][CH2:22][CH3:23]. The yield is 0.760.